This data is from Full USPTO retrosynthesis dataset with 1.9M reactions from patents (1976-2016). The task is: Predict the reactants needed to synthesize the given product. Given the product [CH3:10][O:9][C:7](=[O:8])[CH2:6][CH2:5][CH2:4][CH:3]1[O:11][CH2:12][CH2:13][CH2:1][O:2]1, predict the reactants needed to synthesize it. The reactants are: [CH3:1][O:2][CH:3]([O:11][CH3:12])[CH2:4][CH2:5][CH2:6][C:7]([O:9][CH3:10])=[O:8].[CH2:13](O)CCO.C1(C)C=CC(S(O)(=O)=O)=CC=1.C(=O)(O)[O-].[Na+].